This data is from Catalyst prediction with 721,799 reactions and 888 catalyst types from USPTO. The task is: Predict which catalyst facilitates the given reaction. (1) Reactant: [S:1]1[CH:5]=[CH:4][CH:3]=[C:2]1[C:6]([NH:8][CH2:9][C:10]([OH:12])=[O:11])=O.[CH3:13][NH:14][C:15]1[N:20]=[CH:19][C:18]([CH:21]=O)=[CH:17][CH:16]=1.[C:23]([O-])(=[O:25])[CH3:24].[Na+].C(OC(=O)C)(=O)C. Product: [C:23]([CH2:13][NH:14][C:15]1[N:20]=[CH:19][C:18]([CH:21]=[C:9]2[C:10](=[O:11])[O:12][C:6]([C:2]3[S:1][CH:5]=[CH:4][CH:3]=3)=[N:8]2)=[CH:17][CH:16]=1)(=[O:25])[CH3:24]. The catalyst class is: 6. (2) Reactant: C(N(CC)CC)C.[CH3:8][C:9]1[C:10](=[O:22])[O:11][C:12]([CH2:20][OH:21])=[C:13]([CH3:19])[C:14]=1[O:15][CH2:16][O:17][CH3:18].[CH3:23][S:24](Cl)(=[O:26])=[O:25].O. Product: [CH3:8][C:9]1[C:10](=[O:22])[O:11][C:12]([CH2:20][O:21][S:24]([CH3:23])(=[O:26])=[O:25])=[C:13]([CH3:19])[C:14]=1[O:15][CH2:16][O:17][CH3:18]. The catalyst class is: 49. (3) Reactant: [N+]([O-])([O-])=O.[Ce+4].[NH4+].[N+]([O-])([O-])=O.[N+]([O-])([O-])=O.[N+]([O-])([O-])=O.[N+]([O-])([O-])=O.[Cl:23][C:24]1[CH:29]=[CH:28][C:27]([C@H:30]2[N:35](CC3C=CC(OC)=CC=3)[C:34](=[O:45])[C@H:33]([CH2:46][C:47]3[CH:52]=[CH:51][C:50]([F:53])=[CH:49][CH:48]=3)[O:32][C@H:31]2[C:54]2[CH:59]=[CH:58][C:57]([Cl:60])=[CH:56][CH:55]=2)=[CH:26][CH:25]=1.ClC1C=CC([C@@H]2N(CC3C=CC(OC)=CC=3)C(=O)[C@@H](CC3C=CC(F)=CC=3)O[C@@H]2C2C=CC(Cl)=CC=2)=CC=1. Product: [Cl:23][C:24]1[CH:25]=[CH:26][C:27]([C@H:30]2[NH:35][C:34](=[O:45])[C@H:33]([CH2:46][C:47]3[CH:52]=[CH:51][C:50]([F:53])=[CH:49][CH:48]=3)[O:32][C@H:31]2[C:54]2[CH:59]=[CH:58][C:57]([Cl:60])=[CH:56][CH:55]=2)=[CH:28][CH:29]=1. The catalyst class is: 144. (4) Reactant: [CH:1]([O:4][C:5](=[O:15])[C@H:6]([CH2:8][C:9]([O:11][CH:12]([CH3:14])[CH3:13])=[O:10])[OH:7])([CH3:3])[CH3:2].I[CH2:17][CH:18]1[CH2:22][CH2:21][CH2:20][CH2:19]1.C[Si]([N-][Si](C)(C)C)(C)C.[Li+]. Product: [CH:18]1([CH2:17][C@H:8]([C@H:6]([OH:7])[C:5]([O:4][CH:1]([CH3:2])[CH3:3])=[O:15])[C:9]([O:11][CH:12]([CH3:14])[CH3:13])=[O:10])[CH2:22][CH2:21][CH2:20][CH2:19]1. The catalyst class is: 1.